The task is: Predict the reactants needed to synthesize the given product.. This data is from Full USPTO retrosynthesis dataset with 1.9M reactions from patents (1976-2016). (1) Given the product [F:25][CH:2]([F:1])[N:3]1[CH:7]=[C:6]([C@@H:8]2[CH2:12][CH2:11][C@:10]([C:17]3[CH:22]=[CH:21][CH:20]=[C:19]([F:23])[C:18]=3[CH3:24])([C:13]([OH:15])=[O:14])[CH2:9]2)[CH:5]=[N:4]1, predict the reactants needed to synthesize it. The reactants are: [F:1][CH:2]([F:25])[N:3]1[CH:7]=[C:6]([CH:8]2[CH2:12][CH2:11][C@:10]([C:17]3[CH:22]=[CH:21][CH:20]=[C:19]([F:23])[C:18]=3[CH3:24])([C:13]([O:15]C)=[O:14])[CH2:9]2)[CH:5]=[N:4]1.O[Li].O. (2) The reactants are: [Cl-].[OH:2][NH3+:3].[OH-].[Na+].[CH2:6]([O:13][CH2:14][CH2:15][CH2:16][C@H:17]([C:26]1[C:30]([CH:31]2[CH2:33][CH2:32]2)=[C:29]([CH:34]=O)[O:28][N:27]=1)[CH2:18][C:19]([O:21][C:22]([CH3:25])([CH3:24])[CH3:23])=[O:20])[C:7]1[CH:12]=[CH:11][CH:10]=[CH:9][CH:8]=1.Cl. Given the product [CH2:6]([O:13][CH2:14][CH2:15][CH2:16][C@H:17]([C:26]1[C:30]([CH:31]2[CH2:32][CH2:33]2)=[C:29]([CH:34]=[N:3][OH:2])[O:28][N:27]=1)[CH2:18][C:19]([O:21][C:22]([CH3:25])([CH3:23])[CH3:24])=[O:20])[C:7]1[CH:8]=[CH:9][CH:10]=[CH:11][CH:12]=1, predict the reactants needed to synthesize it. (3) The reactants are: N#N.[C:3]([SiH2:7][O:8][C:9]([CH3:19])([CH3:18])[C:10]1[O:11][CH:12]=[C:13]([CH:15]([OH:17])[CH3:16])[N:14]=1)([CH3:6])([CH3:5])[CH3:4]. Given the product [C:3]([SiH2:7][O:8][C:9]([CH3:19])([CH3:18])[C:10]1[O:11][CH:12]=[C:13]([C:15](=[O:17])[CH3:16])[N:14]=1)([CH3:6])([CH3:4])[CH3:5], predict the reactants needed to synthesize it. (4) Given the product [C:1]([C:3]1[CH:4]=[N:5][C:6]2[C:11]([CH:12]=1)=[CH:10][C:9]([O:13][CH:14]([S:24][CH3:25])[C:15]([NH:17][C:18]([CH:22]=[O:23])([CH3:21])[C:19]#[CH:20])=[O:16])=[CH:8][CH:7]=2)#[CH:2], predict the reactants needed to synthesize it. The reactants are: [C:1]([C:3]1[CH:4]=[N:5][C:6]2[C:11]([CH:12]=1)=[CH:10][C:9]([O:13][CH:14]([S:24][CH3:25])[C:15]([NH:17][C:18]([CH2:22][OH:23])([CH3:21])[C:19]#[CH:20])=[O:16])=[CH:8][CH:7]=2)#[CH:2].CC(OI1(OC(C)=O)(OC(C)=O)OC(=O)C2C=CC=CC1=2)=O.C([O-])(O)=O.[Na+].S([O-])([O-])(=O)=S.[Na+].[Na+]. (5) Given the product [C:1]([O:5][C:6](=[O:33])[N:7]([C@@H:8]1[CH2:13][CH2:12][CH2:11][C@@H:10]([S:14][CH2:15][C:16]2[C:17]([CH3:24])=[CH:18][C:19]([CH3:23])=[CH:20][C:21]=2[CH3:22])[C@@H:9]1[O:25][Si:26]([C:29]([CH3:32])([CH3:31])[CH3:30])([CH3:27])[CH3:28])[CH2:34][CH3:35])([CH3:4])([CH3:2])[CH3:3], predict the reactants needed to synthesize it. The reactants are: [C:1]([O:5][C:6](=[O:33])[NH:7][C@@H:8]1[CH2:13][CH2:12][CH2:11][C@@H:10]([S:14][CH2:15][C:16]2[C:21]([CH3:22])=[CH:20][C:19]([CH3:23])=[CH:18][C:17]=2[CH3:24])[C@@H:9]1[O:25][Si:26]([C:29]([CH3:32])([CH3:31])[CH3:30])([CH3:28])[CH3:27])([CH3:4])([CH3:3])[CH3:2].[CH2:34](I)[CH3:35]. (6) Given the product [Cl:28][C:21]1[CH:22]=[CH:23][C:24]([O:26][CH3:27])=[CH:25][C:20]=1[NH:19][C:13]1[C:12]2[C:17](=[CH:18][C:9]([OH:8])=[CH:10][C:11]=2[O:29][CH:30]([CH3:32])[CH3:31])[N:16]=[CH:15][N:14]=1, predict the reactants needed to synthesize it. The reactants are: C([O:8][C:9]1[CH:18]=[C:17]2[C:12]([C:13]([NH:19][C:20]3[CH:25]=[C:24]([O:26][CH3:27])[CH:23]=[CH:22][C:21]=3[Cl:28])=[N:14][CH:15]=[N:16]2)=[C:11]([O:29][CH:30]([CH3:32])[CH3:31])[CH:10]=1)C1C=CC=CC=1.FC(F)(F)C(O)=O.